From a dataset of Forward reaction prediction with 1.9M reactions from USPTO patents (1976-2016). Predict the product of the given reaction. (1) Given the reactants C([O:8][CH:9]1[CH2:13][O:12][CH:11]2[CH:14]([O:17][CH3:18])[CH2:15][O:16][CH:10]12)C1C=CC=CC=1, predict the reaction product. The product is: [CH3:18][O:17][CH:14]1[CH:11]2[O:12][CH2:13][CH:9]([OH:8])[CH:10]2[O:16][CH2:15]1. (2) Given the reactants [F:1][C:2]([F:11])([F:10])[C:3]1[C:4](=O)[NH:5][N:6]=[CH:7][CH:8]=1.O=P(Cl)(Cl)[Cl:14], predict the reaction product. The product is: [Cl:14][C:4]1[N:5]=[N:6][CH:7]=[CH:8][C:3]=1[C:2]([F:11])([F:10])[F:1]. (3) Given the reactants Cl[C:2]1[N:7]=[C:6]2[N:8]([C:22]3[CH:27]=[CH:26][CH:25]=[CH:24][CH:23]=3)[C:9](=[O:21])[N:10]([C:13]3[CH:18]=[CH:17][C:16]([O:19][CH3:20])=[CH:15][CH:14]=3)[CH:11]([CH3:12])[C:5]2=[CH:4][N:3]=1.[NH2:28][C:29]1[CH:34]=[CH:33][CH:32]=[CH:31][CH:30]=1, predict the reaction product. The product is: [CH3:20][O:19][C:16]1[CH:17]=[CH:18][C:13]([N:10]2[CH:11]([CH3:12])[C:5]3[C:6](=[N:7][C:2]([NH:28][C:29]4[CH:34]=[CH:33][CH:32]=[CH:31][CH:30]=4)=[N:3][CH:4]=3)[N:8]([C:22]3[CH:23]=[CH:24][CH:25]=[CH:26][CH:27]=3)[C:9]2=[O:21])=[CH:14][CH:15]=1. (4) Given the reactants [CH3:1][C:2]1([N:5]2[CH2:10][CH2:9][NH:8][CH2:7][CH2:6]2)[CH2:4][CH2:3]1.CCN(CC)CC.[F:18][C:19]([F:31])([F:30])[C:20]1[CH:25]=[CH:24][CH:23]=[CH:22][C:21]=1[S:26](Cl)(=[O:28])=[O:27], predict the reaction product. The product is: [CH3:1][C:2]1([N:5]2[CH2:10][CH2:9][N:8]([S:26]([C:21]3[CH:22]=[CH:23][CH:24]=[CH:25][C:20]=3[C:19]([F:18])([F:30])[F:31])(=[O:28])=[O:27])[CH2:7][CH2:6]2)[CH2:4][CH2:3]1. (5) Given the reactants [CH3:1][CH2:2][N:3]([CH2:6][CH2:7][NH:8][C:9]([C:11]1[C:15]([CH3:16])=[C:14](/[CH:17]=[C:18]2/[C:19]3[CH:24]=[C:23]([F:25])[CH:22]=[CH:21][C:20]=3[NH:26][C:27]/2=[O:28])[NH:13][C:12]=1[CH3:29])=[O:10])[CH2:4][CH3:5].[C:30]([OH:38])(=[O:37])[CH:31]([CH2:33][C:34]([OH:36])=[O:35])[OH:32].C(O)CC, predict the reaction product. The product is: [CH3:1][CH2:2][N:3]([CH2:6][CH2:7][NH:8][C:9]([C:11]1[C:15]([CH3:16])=[C:14](/[CH:17]=[C:18]2/[C:19]3[CH:24]=[C:23]([F:25])[CH:22]=[CH:21][C:20]=3[NH:26][C:27]/2=[O:28])[NH:13][C:12]=1[CH3:29])=[O:10])[CH2:4][CH3:5].[CH2:33]([C:34]([OH:36])=[O:35])[C@H:31]([OH:32])[C:30]([OH:38])=[O:37]. (6) Given the reactants [Cl:1][C:2]1[CH:3]=[C:4]([CH:7]=[CH:8][C:9]=1[F:10])[C:5]#[N:6].Cl.[NH2:12][OH:13].C(=O)([O-])[O-].[K+].[K+], predict the reaction product. The product is: [Cl:1][C:2]1[CH:3]=[C:4]([CH:7]=[CH:8][C:9]=1[F:10])[C:5](=[N:12][OH:13])[NH2:6].